From a dataset of Full USPTO retrosynthesis dataset with 1.9M reactions from patents (1976-2016). Predict the reactants needed to synthesize the given product. (1) Given the product [CH3:1][S:4]([OH:6])(=[O:34])=[O:5].[CH:1]([S:4]([N:7]1[C:11]2[CH:12]=[C:13]([C:16]3[N:17]=[C:18]([CH:28]([CH3:30])[CH3:29])[NH:19][C:20]=3[C:21]3[CH:26]=[CH:25][C:24]([F:27])=[CH:23][CH:22]=3)[CH:14]=[CH:15][C:10]=2[N:9]=[C:8]1[NH2:31])(=[O:5])=[O:6])([CH3:3])[CH3:2], predict the reactants needed to synthesize it. The reactants are: [CH:1]([S:4]([N:7]1[C:11]2[CH:12]=[C:13]([C:16]3[N:17]=[C:18]([CH:28]([CH3:30])[CH3:29])[NH:19][C:20]=3[C:21]3[CH:26]=[CH:25][C:24]([F:27])=[CH:23][CH:22]=3)[CH:14]=[CH:15][C:10]=2[N:9]=[C:8]1[NH2:31])(=[O:6])=[O:5])([CH3:3])[CH3:2].C([O:34]CC)C. (2) Given the product [CH:1]1([C:4]2[C:5]([O:21][C@@H:22]([CH3:27])[C:23]([F:24])([F:25])[F:26])=[CH:6][C:7]([C:10]([NH:12][CH:13]([C:17]([CH3:19])([CH3:18])[CH3:20])[C:14]([NH:30][CH3:29])=[O:15])=[O:11])=[N:8][CH:9]=2)[CH2:3][CH2:2]1, predict the reactants needed to synthesize it. The reactants are: [CH:1]1([C:4]2[C:5]([O:21][C@@H:22]([CH3:27])[C:23]([F:26])([F:25])[F:24])=[CH:6][C:7]([C:10]([NH:12][CH:13]([C:17]([CH3:20])([CH3:19])[CH3:18])[C:14](O)=[O:15])=[O:11])=[N:8][CH:9]=2)[CH2:3][CH2:2]1.Cl.[CH3:29][NH2:30]. (3) Given the product [F:26][C:21]1[CH:20]=[C:19]([C@@:8]2([CH3:18])[NH:7][C:12](=[O:13])[C:11]([CH3:17])([CH3:16])[CH2:10][CH2:9]2)[CH:24]=[C:23]([F:25])[CH:22]=1, predict the reactants needed to synthesize it. The reactants are: C(S([NH:7][C@@:8]([C:19]1[CH:24]=[C:23]([F:25])[CH:22]=[C:21]([F:26])[CH:20]=1)([CH3:18])[CH2:9][CH2:10][C:11]([CH3:17])([CH3:16])[C:12](OC)=[O:13])=O)(C)(C)C.Cl.C(N(CC)CC)C.C1(C)C=CC=CC=1. (4) Given the product [CH:1]1[CH:2]=[CH:3][N:4]2[CH2:10][C:9]3[CH:11]=[CH:12][CH:13]=[CH:14][C:8]=3[N:7]([C:15]([C:17]3[CH:22]=[CH:21][C:20]([C:41]4[CH2:42][CH2:43][CH2:44][C:39](=[O:38])[C:40]=4[CH3:46])=[CH:19][C:18]=3[Cl:32])=[O:16])[CH2:6][C:5]=12, predict the reactants needed to synthesize it. The reactants are: [CH:1]1[CH:2]=[CH:3][N:4]2[CH2:10][C:9]3[CH:11]=[CH:12][CH:13]=[CH:14][C:8]=3[N:7]([C:15]([C:17]3[CH:22]=[CH:21][C:20](B4OC(C)(C)C(C)(C)O4)=[CH:19][C:18]=3[Cl:32])=[O:16])[CH2:6][C:5]=12.FC(F)(F)S([O:38][C:39]1[CH2:44][CH2:43][CH2:42][C:41](=O)[C:40]=1[CH3:46])(=O)=O. (5) Given the product [F:1][C:2]1[CH:3]=[C:4]([CH:7]=[CH:8][C:9]=1[F:10])[CH2:5][N:16]1[CH2:17][CH2:18][C:13]2([O:19][CH2:20][CH2:11][O:12]2)[CH2:14][CH2:15]1, predict the reactants needed to synthesize it. The reactants are: [F:1][C:2]1[CH:3]=[C:4]([CH:7]=[CH:8][C:9]=1[F:10])[CH:5]=O.[CH2:11]1[CH2:20][O:19][C:13]2([CH2:18][CH2:17][NH:16][CH2:15][CH2:14]2)[O:12]1.C(O[BH-](OC(=O)C)OC(=O)C)(=O)C.[Na+].C(O)(=O)C. (6) Given the product [C:17]([O:16][C:14]([NH:13][C@@H:12]([C:21]([O:23][CH3:24])=[O:22])[CH2:11][S:10][CH:3]([C:4]1[CH:9]=[CH:8][CH:7]=[CH:6][CH:5]=1)[CH2:2][NH:30][CH2:29][CH:26]1[CH2:25][CH2:33]1)=[O:15])([CH3:20])([CH3:19])[CH3:18], predict the reactants needed to synthesize it. The reactants are: N[CH2:2][CH:3]([S:10][CH2:11][C@H:12]([C:21]([O:23][CH3:24])=[O:22])[NH:13][C:14]([O:16][C:17]([CH3:20])([CH3:19])[CH3:18])=[O:15])[C:4]1[CH:9]=[CH:8][CH:7]=[CH:6][CH:5]=1.[C:25](O)(=O)[CH3:26].[C:29]([BH3-])#[N:30].[Na+].[C:33](=O)(O)[O-].[Na+]. (7) The reactants are: Cl[C:2]1[N:7]=[CH:6][N:5]=[C:4]([NH:8][C@@H:9]([C:17]([O:19][CH3:20])=[O:18])[CH2:10][C:11]2[CH:16]=[CH:15][CH:14]=[CH:13][N:12]=2)[CH:3]=1.[CH2:21]([O:28][C:29]1[CH:34]=[CH:33][C:32](B(O)O)=[CH:31][CH:30]=1)[C:22]1[CH:27]=[CH:26][CH:25]=[CH:24][CH:23]=1.C(=O)([O-])[O-].[K+].[K+]. Given the product [CH2:21]([O:28][C:29]1[CH:34]=[CH:33][C:32]([C:2]2[N:7]=[CH:6][N:5]=[C:4]([NH:8][C@@H:9]([C:17]([O:19][CH3:20])=[O:18])[CH2:10][C:11]3[CH:16]=[CH:15][CH:14]=[CH:13][N:12]=3)[CH:3]=2)=[CH:31][CH:30]=1)[C:22]1[CH:27]=[CH:26][CH:25]=[CH:24][CH:23]=1, predict the reactants needed to synthesize it.